Dataset: Reaction yield outcomes from USPTO patents with 853,638 reactions. Task: Predict the reaction yield, written as a fraction of the theoretical maximum amount of product (1.0 means a 100% yield; for example, 0.34 means a 34% yield). The reactants are [Cl:1][C:2]1[CH:3]=[C:4]([OH:8])[CH:5]=[N:6][CH:7]=1.[N+:9]([O-])([OH:11])=[O:10]. The catalyst is OS(O)(=O)=O. The product is [Cl:1][C:2]1[CH:3]=[C:4]([OH:8])[C:5]([N+:9]([O-:11])=[O:10])=[N:6][CH:7]=1. The yield is 0.740.